From a dataset of Full USPTO retrosynthesis dataset with 1.9M reactions from patents (1976-2016). Predict the reactants needed to synthesize the given product. (1) Given the product [F:1][C:2]1[CH:3]=[C:4]([CH:9]2[CH2:14][CH:13]([C:15]([OH:17])=[O:16])[CH2:12][CH2:11][N:10]2[C:19]([O:21][CH3:22])=[O:20])[CH:5]=[CH:6][C:7]=1[F:8], predict the reactants needed to synthesize it. The reactants are: [F:1][C:2]1[CH:3]=[C:4]([CH:9]2[CH2:14][CH:13]([C:15]([O:17]C)=[O:16])[CH2:12][CH2:11][N:10]2[C:19]([O:21][CH3:22])=[O:20])[CH:5]=[CH:6][C:7]=1[F:8].[Br-].[Li+]. (2) Given the product [C:12]([O:16][C:17]([N:19]1[CH2:24][CH2:23][CH:22]([NH:1][C:2]2[CH:7]=[N:6][C:5]([NH:8][C:9](=[O:11])[CH3:10])=[CH:4][CH:3]=2)[CH2:21][CH2:20]1)=[O:18])([CH3:15])([CH3:13])[CH3:14], predict the reactants needed to synthesize it. The reactants are: [NH2:1][C:2]1[CH:3]=[CH:4][C:5]([NH:8][C:9](=[O:11])[CH3:10])=[N:6][CH:7]=1.[C:12]([O:16][C:17]([N:19]1[CH2:24][CH2:23][C:22](=O)[CH2:21][CH2:20]1)=[O:18])([CH3:15])([CH3:14])[CH3:13].C(O)(=O)C.ClC(Cl)C.C(O[BH-](OC(=O)C)OC(=O)C)(=O)C.[Na+]. (3) Given the product [F:42][C:27]1[CH:28]=[C:29]([CH2:30][N:31]2[CH2:34][CH:33]([C:35]([O:37][CH2:38][CH3:39])=[O:36])[CH2:32]2)[CH:40]=[CH:41][C:26]=1[C:14]1[O:15][C:11]2[CH:10]=[CH:9][C:8]([CH2:7][C:2]3[CH:3]=[CH:4][CH:5]=[CH:6][N:1]=3)=[CH:19][C:12]=2[CH:13]=1, predict the reactants needed to synthesize it. The reactants are: [N:1]1[CH:6]=[CH:5][CH:4]=[CH:3][C:2]=1[CH2:7][C:8]1[CH:9]=[CH:10][C:11]2[O:15][C:14](B(O)O)=[CH:13][C:12]=2[CH:19]=1.C([O-])(=O)C.[K+].Br[C:26]1[CH:41]=[CH:40][C:29]([CH2:30][N:31]2[CH2:34][CH:33]([C:35]([O:37][CH2:38][CH3:39])=[O:36])[CH2:32]2)=[CH:28][C:27]=1[F:42]. (4) Given the product [F:12][C:8]1[CH:9]=[C:10]2[C:5](=[CH:6][CH:7]=1)[N:4]=[CH:3][C:2]([B:13]1[O:17][C:16]([CH3:19])([CH3:18])[C:15]([CH3:21])([CH3:20])[O:14]1)=[CH:11]2, predict the reactants needed to synthesize it. The reactants are: Br[C:2]1[CH:3]=[N:4][C:5]2[C:10]([CH:11]=1)=[CH:9][C:8]([F:12])=[CH:7][CH:6]=2.[B:13]1([B:13]2[O:17][C:16]([CH3:19])([CH3:18])[C:15]([CH3:21])([CH3:20])[O:14]2)[O:17][C:16]([CH3:19])([CH3:18])[C:15]([CH3:21])([CH3:20])[O:14]1.CC([O-])=O.[K+]. (5) Given the product [OH:26][CH:19]([C:13]1[CH:12]=[CH:11][C:10]2[C:15](=[CH:16][CH:17]=[C:8]([O:7][CH3:6])[CH:9]=2)[CH:14]=1)[C:20]1[CH:25]=[CH:24][C:23]([C:35]([O:37][CH2:5][C:4]2[CH:41]=[CH:39][CH:38]=[CH:2][CH:3]=2)=[O:36])=[CH:22][CH:21]=1, predict the reactants needed to synthesize it. The reactants are: [Li][CH2:2][CH2:3][CH2:4][CH3:5].[CH3:6][O:7][C:8]1[CH:9]=[C:10]2[C:15](=[CH:16][CH:17]=1)[CH:14]=[C:13](Br)[CH:12]=[CH:11]2.[CH2:19]([O:26]C1C=CC(C=O)=CC=1)[C:20]1[CH:25]=[CH:24][CH:23]=[CH:22][CH:21]=1.[C:35](=[O:37])=[O:36].[CH3:38][C:39]([CH3:41])=O. (6) Given the product [F:22][C:19]([F:20])([F:21])[C:16]1[CH:17]=[CH:18][C:13]([O:12][C:11]2[N:7]([CH2:6][C:4]3[N:3]=[CH:2][O:1][CH:5]=3)[N:8]=[C:9]([C:23]3[CH:24]=[C:25]([C:29]4([NH:33][S:37]([CH2:36][C:35]([F:42])([F:41])[F:34])(=[O:39])=[O:38])[CH2:32][O:31][CH2:30]4)[CH:26]=[CH:27][CH:28]=3)[CH:10]=2)=[CH:14][CH:15]=1, predict the reactants needed to synthesize it. The reactants are: [O:1]1[CH:5]=[C:4]([CH2:6][N:7]2[C:11]([O:12][C:13]3[CH:18]=[CH:17][C:16]([C:19]([F:22])([F:21])[F:20])=[CH:15][CH:14]=3)=[CH:10][C:9]([C:23]3[CH:24]=[C:25]([C:29]4([NH2:33])[CH2:32][O:31][CH2:30]4)[CH:26]=[CH:27][CH:28]=3)=[N:8]2)[N:3]=[CH:2]1.[F:34][C:35]([F:42])([F:41])[CH2:36][S:37](Cl)(=[O:39])=[O:38].O. (7) Given the product [CH2:34]([O:33][C:31](=[O:32])[C:30]1[CH:36]=[CH:37][C:27]([NH:26][C:23]([C:20]2[CH:21]=[CH:22][C:17]3[O:16][CH2:15][CH2:14][N:13]([S:10]([C:4]4[CH:5]=[C:6]([CH3:9])[CH:7]=[CH:8][C:3]=4[O:2][CH3:1])(=[O:12])=[O:11])[C:18]=3[CH:19]=2)=[O:24])=[CH:28][C:29]=1[F:38])[CH3:35], predict the reactants needed to synthesize it. The reactants are: [CH3:1][O:2][C:3]1[CH:8]=[CH:7][C:6]([CH3:9])=[CH:5][C:4]=1[S:10]([N:13]1[C:18]2[CH:19]=[C:20]([C:23](O)=[O:24])[CH:21]=[CH:22][C:17]=2[O:16][CH2:15][CH2:14]1)(=[O:12])=[O:11].[NH2:26][C:27]1[CH:37]=[CH:36][C:30]([C:31]([O:33][CH2:34][CH3:35])=[O:32])=[C:29]([F:38])[CH:28]=1. (8) Given the product [Cl:1][C:2]1[CH:3]=[CH:4][CH:5]=[C:6]2[C:11]=1[N:10]=[N:9][C:8]([C:12]1[CH:17]=[CH:16][CH:15]=[CH:14][CH:13]=1)=[C:7]2[C:18]1[CH:23]=[CH:22][CH:21]=[C:20]([O:32][CH2:31][C:30]2[CH:33]=[C:26]([Cl:25])[CH:27]=[CH:28][C:29]=2[C:34]([F:37])([F:35])[F:36])[CH:19]=1, predict the reactants needed to synthesize it. The reactants are: [Cl:1][C:2]1[CH:3]=[CH:4][CH:5]=[C:6]2[C:11]=1[N:10]=[N:9][C:8]([C:12]1[CH:17]=[CH:16][CH:15]=[CH:14][CH:13]=1)=[C:7]2[C:18]1[CH:19]=[C:20](N)[CH:21]=[CH:22][CH:23]=1.[Cl:25][C:26]1[CH:27]=[CH:28][C:29]([C:34]([F:37])([F:36])[F:35])=[C:30]([CH:33]=1)[CH:31]=[O:32]. (9) The reactants are: [C:1]([O:5][C:6]([CH2:8][NH:9][C:10]1[CH:11]=[C:12]([CH:16]=[CH:17][CH:18]=1)[C:13]([OH:15])=O)=[O:7])([CH3:4])([CH3:3])[CH3:2].[C:19](C1NC=CN=1)([C:21]1[NH:22][CH:23]=[CH:24]N=1)=O.C(NCC)C.O. Given the product [CH2:21]([N:22]([CH2:23][CH3:24])[C:13](=[O:15])[C:12]1[CH:16]=[CH:17][CH:18]=[C:10]([NH:9][CH2:8][C:6]([O:5][C:1]([CH3:2])([CH3:3])[CH3:4])=[O:7])[CH:11]=1)[CH3:19], predict the reactants needed to synthesize it.